Dataset: Peptide-MHC class I binding affinity with 185,985 pairs from IEDB/IMGT. Task: Regression. Given a peptide amino acid sequence and an MHC pseudo amino acid sequence, predict their binding affinity value. This is MHC class I binding data. The MHC is HLA-A68:02 with pseudo-sequence HLA-A68:02. The peptide sequence is LLVAAGMEA. The binding affinity (normalized) is 0.0880.